Dataset: Full USPTO retrosynthesis dataset with 1.9M reactions from patents (1976-2016). Task: Predict the reactants needed to synthesize the given product. (1) Given the product [Cl:1][CH2:2][C:3]([NH:7][CH:8]1[CH2:17][CH2:16][C:15]2[C:10](=[CH:11][CH:12]=[CH:13][CH:14]=2)[C:9]1=[O:18])=[O:4], predict the reactants needed to synthesize it. The reactants are: [Cl:1][CH2:2][C:3](Cl)=[O:4].Cl.[NH2:7][CH:8]1[CH2:17][CH2:16][C:15]2[C:10](=[CH:11][CH:12]=[CH:13][CH:14]=2)[C:9]1=[O:18].C(N(CC)CC)C. (2) Given the product [NH2:41][C@H:42]1[CH2:47][CH2:46][C@H:45]([NH:48][C:19]([C:17]2[N:16]=[C:15]3[C:11]([N:12]=[CH:13][N:14]3[C@H:23]3[C@H:27]([OH:28])[C@H:26]([OH:29])[C@@H:25]([C:30]([NH:32][CH2:33][CH3:34])=[O:31])[O:24]3)=[C:10]([NH:9][CH2:8][CH:7]([C:35]3[CH:40]=[CH:39][CH:38]=[CH:37][CH:36]=3)[C:1]3[CH:6]=[CH:5][CH:4]=[CH:3][CH:2]=3)[N:18]=2)=[O:20])[CH2:44][CH2:43]1, predict the reactants needed to synthesize it. The reactants are: [C:1]1([CH:7]([C:35]2[CH:40]=[CH:39][CH:38]=[CH:37][CH:36]=2)[CH2:8][NH:9][C:10]2[N:18]=[C:17]([C:19](OC)=[O:20])[N:16]=[C:15]3[C:11]=2[N:12]=[CH:13][N:14]3[C@H:23]2[C@H:27]([OH:28])[C@H:26]([OH:29])[C@@H:25]([C:30]([NH:32][CH2:33][CH3:34])=[O:31])[O:24]2)[CH:6]=[CH:5][CH:4]=[CH:3][CH:2]=1.[NH2:41][C@H:42]1[CH2:47][CH2:46][C@H:45]([NH2:48])[CH2:44][CH2:43]1. (3) The reactants are: [NH2:1][C:2]1[N:3]([CH2:24]C2CCCCC2)[C:4](=[O:23])[C:5]2([C:15]3[C:10](=[CH:11][CH:12]=[C:13](Br)[CH:14]=3)[O:9][CH:8]([C:17]3[CH:22]=[CH:21][CH:20]=[CH:19][CH:18]=3)[CH2:7]2)[N:6]=1.[C:31]([CH2:33][C:34]1[CH:35]=[C:36](B(O)O)[CH:37]=[CH:38][CH:39]=1)#[N:32]. Given the product [NH2:1][C:2]1[N:3]([CH3:24])[C:4](=[O:23])[C:5]2([C:15]3[C:10](=[CH:11][CH:12]=[C:13]([C:38]4[CH:39]=[C:34]([CH2:33][C:31]#[N:32])[CH:35]=[CH:36][CH:37]=4)[CH:14]=3)[O:9][CH:8]([C:17]3[CH:22]=[CH:21][CH:20]=[CH:19][CH:18]=3)[CH2:7]2)[N:6]=1, predict the reactants needed to synthesize it.